Regression. Given two drug SMILES strings and cell line genomic features, predict the synergy score measuring deviation from expected non-interaction effect. From a dataset of NCI-60 drug combinations with 297,098 pairs across 59 cell lines. (1) Drug 1: COC1=C(C=C2C(=C1)N=CN=C2NC3=CC(=C(C=C3)F)Cl)OCCCN4CCOCC4. Drug 2: CN(C)C1=NC(=NC(=N1)N(C)C)N(C)C. Cell line: SN12C. Synergy scores: CSS=14.3, Synergy_ZIP=-5.63, Synergy_Bliss=-5.75, Synergy_Loewe=-26.9, Synergy_HSA=-6.43. (2) Drug 2: CC1CCCC2(C(O2)CC(NC(=O)CC(C(C(=O)C(C1O)C)(C)C)O)C(=CC3=CSC(=N3)C)C)C. Drug 1: C#CCC(CC1=CN=C2C(=N1)C(=NC(=N2)N)N)C3=CC=C(C=C3)C(=O)NC(CCC(=O)O)C(=O)O. Cell line: UACC62. Synergy scores: CSS=54.1, Synergy_ZIP=7.39, Synergy_Bliss=5.87, Synergy_Loewe=5.96, Synergy_HSA=6.01.